Dataset: Reaction yield outcomes from USPTO patents with 853,638 reactions. Task: Predict the reaction yield, written as a fraction of the theoretical maximum amount of product (1.0 means a 100% yield; for example, 0.34 means a 34% yield). The reactants are [CH3:1][C:2]1[CH:10]=[CH:9][C:8]2[NH:7][C:6]3[CH2:11][CH2:12][N:13]([C:15]([O:17][CH2:18][CH3:19])=[O:16])[CH2:14][C:5]=3[C:4]=2[CH:3]=1.[CH2:20]([CH:22]1[O:24][CH2:23]1)Br.[NH4+].[Cl-]. No catalyst specified. The product is [CH3:1][C:2]1[CH:10]=[CH:9][C:8]2[N:7]([CH2:20][CH:22]3[CH2:23][O:24]3)[C:6]3[CH2:11][CH2:12][N:13]([C:15]([O:17][CH2:18][CH3:19])=[O:16])[CH2:14][C:5]=3[C:4]=2[CH:3]=1. The yield is 0.490.